From a dataset of NCI-60 drug combinations with 297,098 pairs across 59 cell lines. Regression. Given two drug SMILES strings and cell line genomic features, predict the synergy score measuring deviation from expected non-interaction effect. (1) Drug 1: CC1=C(C=C(C=C1)C(=O)NC2=CC(=CC(=C2)C(F)(F)F)N3C=C(N=C3)C)NC4=NC=CC(=N4)C5=CN=CC=C5. Drug 2: C1=CN(C=N1)CC(O)(P(=O)(O)O)P(=O)(O)O. Cell line: HOP-92. Synergy scores: CSS=-4.29, Synergy_ZIP=2.89, Synergy_Bliss=1.69, Synergy_Loewe=-4.84, Synergy_HSA=-4.84. (2) Drug 1: C1CC(=O)NC(=O)C1N2CC3=C(C2=O)C=CC=C3N. Drug 2: C1=C(C(=O)NC(=O)N1)F. Cell line: SR. Synergy scores: CSS=44.5, Synergy_ZIP=-9.49, Synergy_Bliss=-18.9, Synergy_Loewe=-25.8, Synergy_HSA=-16.3. (3) Drug 1: C1=CN(C=N1)CC(O)(P(=O)(O)O)P(=O)(O)O. Drug 2: CC(C)(C#N)C1=CC(=CC(=C1)CN2C=NC=N2)C(C)(C)C#N. Cell line: DU-145. Synergy scores: CSS=-1.92, Synergy_ZIP=-0.111, Synergy_Bliss=-1.71, Synergy_Loewe=-4.06, Synergy_HSA=-3.03.